This data is from Reaction yield outcomes from USPTO patents with 853,638 reactions. The task is: Predict the reaction yield, written as a fraction of the theoretical maximum amount of product (1.0 means a 100% yield; for example, 0.34 means a 34% yield). The reactants are C(O[C:4]1[C:11](C)=[CH:10][C:7]([CH:8]=O)=[C:6]([OH:13])[CH:5]=1)C.[C:14]([O-:17])(=[O:16])C.[Na+].C(O)(=O)C.[N+:23](CC)([O-])=O. No catalyst specified. The product is [OH:13][C:6]1[CH:5]=[CH:4][C:11]([O:16][CH2:14][OH:17])=[CH:10][C:7]=1[C:8]#[N:23]. The yield is 0.610.